Task: Predict which catalyst facilitates the given reaction.. Dataset: Catalyst prediction with 721,799 reactions and 888 catalyst types from USPTO Reactant: [CH:1]1([C:4]2[CH:34]=[CH:33][C:7]([O:8][C:9](=[CH:31][CH3:32])[C:10]([NH:12][C:13]3[CH:18]=[CH:17][C:16]([O:19][CH2:20][CH2:21][O:22][CH:23]4[CH2:28][CH2:27][CH2:26][CH2:25][O:24]4)=[C:15]([CH2:29][CH3:30])[CH:14]=3)=[O:11])=[CH:6][CH:5]=2)[CH2:3][CH2:2]1.[H-].[Na+].Br[CH2:38][CH:39]=[CH2:40]. Product: [CH2:40]([N:12]([C:13]1[CH:18]=[CH:17][C:16]([O:19][CH2:20][CH2:21][O:22][CH:23]2[CH2:28][CH2:27][CH2:26][CH2:25][O:24]2)=[C:15]([CH2:29][CH3:30])[CH:14]=1)[C:10](=[O:11])[C:9]([O:8][C:7]1[CH:33]=[CH:34][C:4]([CH:1]2[CH2:3][CH2:2]2)=[CH:5][CH:6]=1)=[CH:31][CH3:32])[CH:39]=[CH2:38]. The catalyst class is: 3.